From a dataset of Full USPTO retrosynthesis dataset with 1.9M reactions from patents (1976-2016). Predict the reactants needed to synthesize the given product. (1) Given the product [CH3:1][C@@H:2]1[CH2:6][CH2:5][CH2:4][N:3]1[CH2:7][C@@H:8]1[CH2:12][CH2:11][CH2:10][N:9]1[C:13]([C:15]1[CH:16]=[CH:17][C:18]([C:31]2[S:35][CH:34]=[C:33]([C:36]#[N:37])[CH:32]=2)=[CH:19][CH:20]=1)=[O:14], predict the reactants needed to synthesize it. The reactants are: [CH3:1][C@@H:2]1[CH2:6][CH2:5][CH2:4][N:3]1[CH2:7][C@@H:8]1[CH2:12][CH2:11][CH2:10][N:9]1[C:13]([C:15]1[CH:20]=[CH:19][C:18](B2OC(C)(C)C(C)(C)O2)=[CH:17][CH:16]=1)=[O:14].I[C:31]1[S:35][CH:34]=[C:33]([C:36]#[N:37])[CH:32]=1. (2) Given the product [CH2:1]([O:8][C:9]1[CH:10]=[CH:11][C:12]([O:13][CH2:14][CH:15]([OH:28])[CH2:16][N:17]2[C:25]3[C:20](=[CH:21][C:22]([C:26]([NH2:27])=[O:31])=[CH:23][CH:24]=3)[CH:19]=[CH:18]2)=[CH:29][CH:30]=1)[CH2:2][CH2:3][CH2:4][CH2:5][CH2:6][CH3:7], predict the reactants needed to synthesize it. The reactants are: [CH2:1]([O:8][C:9]1[CH:30]=[CH:29][C:12]([O:13][CH2:14][CH:15]([OH:28])[CH2:16][N:17]2[C:25]3[C:20](=[CH:21][C:22]([C:26]#[N:27])=[CH:23][CH:24]=3)[CH:19]=[CH:18]2)=[CH:11][CH:10]=1)[CH2:2][CH2:3][CH2:4][CH2:5][CH2:6][CH3:7].[OH-:31].[K+]. (3) Given the product [CH3:11][C:2]1([CH3:1])[O:3][C:4](=[O:10])[CH:5]([CH2:9][CH:12]=[CH2:13])[C:6](=[O:8])[O:7]1, predict the reactants needed to synthesize it. The reactants are: [CH3:1][C:2]1([CH3:11])[O:7][C:6](=[O:8])[CH:5]([CH3:9])[C:4](=[O:10])[O:3]1.[CH2:12](Br)[CH:13]=C.C(=O)([O-])[O-].[K+].[K+].CC(C)=O. (4) Given the product [F:27][C:28]([F:45])([F:44])[C@@H:29]([O:31][C:32]([N:23]1[CH2:24][CH2:25][CH:20]([C@:18]2([CH3:26])[O:17][C:14]3=[CH:15][N:16]=[C:11]([C:8]4[CH:9]=[CH:10][C:5]([S:2]([CH3:1])(=[O:3])=[O:4])=[CH:6][CH:7]=4)[CH:12]=[C:13]3[CH2:19]2)[CH2:21][CH2:22]1)=[O:33])[CH3:30], predict the reactants needed to synthesize it. The reactants are: [CH3:1][S:2]([C:5]1[CH:10]=[CH:9][C:8]([C:11]2[CH:12]=[C:13]3[CH2:19][C@:18]([CH3:26])([CH:20]4[CH2:25][CH2:24][NH:23][CH2:22][CH2:21]4)[O:17][C:14]3=[CH:15][N:16]=2)=[CH:7][CH:6]=1)(=[O:4])=[O:3].[F:27][C:28]([F:45])([F:44])[C@@H:29]([O:31][C:32](=O)[O:33]C1C=CC([N+]([O-])=O)=CC=1)[CH3:30]. (5) Given the product [OH:5][C:6]1[CH:7]=[C:8]2[C:34](=[CH:35][C:36]=1[CH3:37])[O:33][C:11]1([CH2:20][C:19]([CH3:21])([CH3:22])[C:18]3[C:13](=[CH:14][C:15]([CH3:32])=[C:16]([O:23][CH2:24][CH2:25][CH2:26][N:40]4[CH:44]=[CH:43][CH:42]=[N:41]4)[CH:17]=3)[O:12]1)[CH2:10][C:9]2([CH3:39])[CH3:38], predict the reactants needed to synthesize it. The reactants are: CS([O:5][C:6]1[CH:7]=[C:8]2[C:34](=[CH:35][C:36]=1[CH3:37])[O:33][C:11]1([CH2:20][C:19]([CH3:22])([CH3:21])[C:18]3[C:13](=[CH:14][C:15]([CH3:32])=[C:16]([O:23][CH2:24][CH2:25][CH2:26]OS(C)(=O)=O)[CH:17]=3)[O:12]1)[CH2:10][C:9]2([CH3:39])[CH3:38])(=O)=O.[NH:40]1[CH:44]=[CH:43][CH:42]=[N:41]1.[H-].[Na+].[OH-].[Na+].Cl. (6) Given the product [Br:1][C:2]1[N:3]=[C:4]([CH:12]2[CH2:17][CH2:16][N:15]([C:30]([NH2:29])=[O:31])[CH2:14][CH2:13]2)[N:5]2[CH:10]=[CH:9][N:8]=[C:7]([CH3:11])[C:6]=12, predict the reactants needed to synthesize it. The reactants are: [Br:1][C:2]1[N:3]=[C:4]([CH:12]2[CH2:17][CH2:16][NH:15][CH2:14][CH2:13]2)[N:5]2[CH:10]=[CH:9][N:8]=[C:7]([CH3:11])[C:6]=12.C(N(CC)CC)C.C[Si]([N:29]=[C:30]=[O:31])(C)C.Cl.[OH-].[Na+]. (7) Given the product [Cl:15][C:16]1[N:17]=[CH:18][N:19]=[C:20]([O:23][C:12]2[C:11]3[C:6](=[CH:7][CH:8]=[CH:9][CH:10]=3)[N:5]=[C:4]([CH3:14])[CH:13]=2)[CH:21]=1, predict the reactants needed to synthesize it. The reactants are: [H-].[Na+].O[C:4]1([CH3:14])[CH:13]=[CH:12][C:11]2[C:6](=[CH:7][CH:8]=[CH:9][CH:10]=2)[NH:5]1.[Cl:15][C:16]1[CH:21]=[C:20](Cl)[N:19]=[CH:18][N:17]=1.[OH2:23]. (8) Given the product [C@@H:2]12[CH2:8][C@@H:5]([CH2:6][CH2:7]1)[CH2:4][C@H:3]2[N:9]1[CH2:14][CH2:13][CH:12]([C:15]2[CH:20]=[C:19]([C:31]#[C:30][C:24]3[CH:29]=[CH:28][CH:27]=[CH:26][CH:25]=3)[CH:18]=[CH:17][C:16]=2[O:22][CH3:23])[CH2:11][CH2:10]1, predict the reactants needed to synthesize it. The reactants are: Cl.[C@@H:2]12[CH2:8][C@@H:5]([CH2:6][CH2:7]1)[CH2:4][C@H:3]2[N:9]1[CH2:14][CH2:13][CH:12]([C:15]2[CH:20]=[C:19](Br)[CH:18]=[CH:17][C:16]=2[O:22][CH3:23])[CH2:11][CH2:10]1.[C:24]1([C:30]#[CH:31])[CH:29]=[CH:28][CH:27]=[CH:26][CH:25]=1.C(N(CC)CC)C.